Dataset: Full USPTO retrosynthesis dataset with 1.9M reactions from patents (1976-2016). Task: Predict the reactants needed to synthesize the given product. Given the product [CH2:1]1[C:8]2[C:7]3[CH:9]=[C:10]([NH:13][C:16](=[O:17])[C:15]([CH3:20])([CH3:19])[CH3:14])[CH:11]=[CH:12][C:6]=3[O:5][C:4]=2[CH2:3][CH2:2]1, predict the reactants needed to synthesize it. The reactants are: [CH2:1]1[C:8]2[C:7]3[CH:9]=[C:10]([NH2:13])[CH:11]=[CH:12][C:6]=3[O:5][C:4]=2[CH2:3][CH2:2]1.[CH3:14][C:15]([CH3:20])([CH3:19])[C:16](Cl)=[O:17].